Dataset: Forward reaction prediction with 1.9M reactions from USPTO patents (1976-2016). Task: Predict the product of the given reaction. (1) Given the reactants [C:1]([C:3]1[CH:11]=[CH:10][C:9]2[NH:8][C:7]3[CH2:12][C@@H:13]([NH:15][C:16](=[O:21])[O:17][CH:18]([CH3:20])[CH3:19])[CH2:14][C:6]=3[C:5]=2[CH:4]=1)#[N:2].[Cl:22][C:23]1[CH:28]=[CH:27][N:26]=[C:25]([CH2:29]Cl)[C:24]=1[O:31][CH3:32].C(=O)([O-])[O-].[Cs+].[Cs+], predict the reaction product. The product is: [CH:18]([O:17][C:16](=[O:21])[NH:15][C@@H:13]1[CH2:12][C:7]2[N:8]([CH2:29][C:25]3[C:24]([O:31][CH3:32])=[C:23]([Cl:22])[CH:28]=[CH:27][N:26]=3)[C:9]3[CH:10]=[CH:11][C:3]([C:1]#[N:2])=[CH:4][C:5]=3[C:6]=2[CH2:14]1)([CH3:19])[CH3:20]. (2) The product is: [CH2:10]([O:12][C:13]([C:15]1[C:16]([S:27][CH2:28][CH3:29])=[N:17][C:18]2[C:23]([C:24]=1[CH3:25])=[CH:22][CH:21]=[C:20]([N:8]([CH3:9])[CH3:7])[CH:19]=2)=[O:14])[CH3:11]. Given the reactants C([O-])([O-])=O.[K+].[K+].[CH3:7][NH:8][CH3:9].[CH2:10]([O:12][C:13]([C:15]1[C:16]([S:27][CH2:28][CH3:29])=[N:17][C:18]2[C:23]([C:24]=1[CH3:25])=[CH:22][CH:21]=[C:20](F)[CH:19]=2)=[O:14])[CH3:11].CCCCCC, predict the reaction product. (3) The product is: [F:1][C:2]([F:14])([F:15])[C:3]1[CH:4]=[C:5]([CH:6]=[C:7]([C:9]([F:11])([F:10])[F:12])[CH:8]=1)[O:13][CH:17]([CH3:30])[CH2:18][CH2:19][CH2:20][CH2:21][CH2:22][CH2:23][CH2:24][CH2:25][CH2:26][C:27]([OH:29])=[O:28]. Given the reactants [F:1][C:2]([F:15])([F:14])[C:3]1[CH:4]=[C:5]([OH:13])[CH:6]=[C:7]([C:9]([F:12])([F:11])[F:10])[CH:8]=1.Br[CH:17]([CH3:30])[CH2:18][CH2:19][CH2:20][CH2:21][CH2:22][CH2:23][CH2:24][CH2:25][CH2:26][C:27]([OH:29])=[O:28].Cl, predict the reaction product.